From a dataset of Catalyst prediction with 721,799 reactions and 888 catalyst types from USPTO. Predict which catalyst facilitates the given reaction. Product: [CH2:25]([C@H:27]1[CH2:32][N:31]([CH:33]2[CH2:34][O:35][CH2:36]2)[CH2:30][CH2:29][N:28]1[C:37]1[CH:38]=[CH:39][C:40]([NH:43][C:44]2[C:45](=[O:60])[N:46]([CH3:59])[CH:47]=[C:48]([C:2]3[CH:9]=[C:8]([F:10])[CH:7]=[C:6]([N:11]4[CH:23]=[CH:22][N:14]5[C:15]6[CH2:16][CH2:17][CH2:18][CH2:19][C:20]=6[CH:21]=[C:13]5[C:12]4=[O:24])[C:3]=3[CH:4]=[O:5])[CH:49]=2)=[N:41][CH:42]=1)[CH3:26]. The catalyst class is: 379. Reactant: Br[C:2]1[CH:9]=[C:8]([F:10])[CH:7]=[C:6]([N:11]2[CH:23]=[CH:22][N:14]3[C:15]4[CH2:16][CH2:17][CH2:18][CH2:19][C:20]=4[CH:21]=[C:13]3[C:12]2=[O:24])[C:3]=1[CH:4]=[O:5].[CH2:25]([C@H:27]1[CH2:32][N:31]([CH:33]2[CH2:36][O:35][CH2:34]2)[CH2:30][CH2:29][N:28]1[C:37]1[CH:38]=[CH:39][C:40]([NH:43][C:44]2[C:45](=[O:60])[N:46]([CH3:59])[CH:47]=[C:48](B3OC(C)(C)C(C)(C)O3)[CH:49]=2)=[N:41][CH:42]=1)[CH3:26].[O-]P([O-])([O-])=O.[K+].[K+].[K+].C([O-])(=O)C.[Na+].